Dataset: NCI-60 drug combinations with 297,098 pairs across 59 cell lines. Task: Regression. Given two drug SMILES strings and cell line genomic features, predict the synergy score measuring deviation from expected non-interaction effect. (1) Drug 1: C1=NC2=C(N=C(N=C2N1C3C(C(C(O3)CO)O)F)Cl)N. Drug 2: CC1=C(C(=O)C2=C(C1=O)N3CC4C(C3(C2COC(=O)N)OC)N4)N. Cell line: NCI-H322M. Synergy scores: CSS=8.17, Synergy_ZIP=3.12, Synergy_Bliss=-0.658, Synergy_Loewe=2.22, Synergy_HSA=-1.43. (2) Drug 1: C1=CC(=CC=C1CC(C(=O)O)N)N(CCCl)CCCl.Cl. Drug 2: CC1=C(C=C(C=C1)C(=O)NC2=CC(=CC(=C2)C(F)(F)F)N3C=C(N=C3)C)NC4=NC=CC(=N4)C5=CN=CC=C5. Cell line: HL-60(TB). Synergy scores: CSS=32.7, Synergy_ZIP=3.99, Synergy_Bliss=3.65, Synergy_Loewe=-10.0, Synergy_HSA=-2.78. (3) Drug 1: CS(=O)(=O)C1=CC(=C(C=C1)C(=O)NC2=CC(=C(C=C2)Cl)C3=CC=CC=N3)Cl. Drug 2: COC1=NC(=NC2=C1N=CN2C3C(C(C(O3)CO)O)O)N. Cell line: MDA-MB-231. Synergy scores: CSS=11.8, Synergy_ZIP=1.83, Synergy_Bliss=10.9, Synergy_Loewe=4.64, Synergy_HSA=7.56. (4) Drug 1: C1=CC(=C2C(=C1NCCNCCO)C(=O)C3=C(C=CC(=C3C2=O)O)O)NCCNCCO. Drug 2: CC12CCC3C(C1CCC2O)C(CC4=C3C=CC(=C4)O)CCCCCCCCCS(=O)CCCC(C(F)(F)F)(F)F. Cell line: OVCAR-5. Synergy scores: CSS=23.9, Synergy_ZIP=-7.25, Synergy_Bliss=-1.24, Synergy_Loewe=-8.92, Synergy_HSA=0.567. (5) Drug 1: C(=O)(N)NO. Drug 2: C1=NC2=C(N1)C(=S)N=CN2. Cell line: SF-268. Synergy scores: CSS=45.4, Synergy_ZIP=-2.03, Synergy_Bliss=-0.106, Synergy_Loewe=-23.6, Synergy_HSA=-0.888. (6) Drug 1: CN(C)C1=NC(=NC(=N1)N(C)C)N(C)C. Drug 2: C1=NNC2=C1C(=O)NC=N2. Cell line: NCIH23. Synergy scores: CSS=8.59, Synergy_ZIP=-5.41, Synergy_Bliss=0.915, Synergy_Loewe=-6.14, Synergy_HSA=0.597. (7) Drug 1: CCC(=C(C1=CC=CC=C1)C2=CC=C(C=C2)OCCN(C)C)C3=CC=CC=C3.C(C(=O)O)C(CC(=O)O)(C(=O)O)O. Drug 2: CCC1=C2CN3C(=CC4=C(C3=O)COC(=O)C4(CC)O)C2=NC5=C1C=C(C=C5)O. Cell line: UACC62. Synergy scores: CSS=36.4, Synergy_ZIP=1.62, Synergy_Bliss=0.147, Synergy_Loewe=-38.3, Synergy_HSA=-1.96. (8) Drug 1: C1CC(C1)(C(=O)O)C(=O)O.[NH2-].[NH2-].[Pt+2]. Drug 2: B(C(CC(C)C)NC(=O)C(CC1=CC=CC=C1)NC(=O)C2=NC=CN=C2)(O)O. Cell line: IGROV1. Synergy scores: CSS=73.8, Synergy_ZIP=-2.06, Synergy_Bliss=1.49, Synergy_Loewe=-31.6, Synergy_HSA=0.509. (9) Drug 1: C#CCC(CC1=CN=C2C(=N1)C(=NC(=N2)N)N)C3=CC=C(C=C3)C(=O)NC(CCC(=O)O)C(=O)O. Drug 2: C1C(C(OC1N2C=NC3=C2NC=NCC3O)CO)O. Cell line: SN12C. Synergy scores: CSS=-4.57, Synergy_ZIP=7.62, Synergy_Bliss=1.36, Synergy_Loewe=-6.81, Synergy_HSA=-6.80. (10) Drug 1: CC12CCC3C(C1CCC2O)C(CC4=C3C=CC(=C4)O)CCCCCCCCCS(=O)CCCC(C(F)(F)F)(F)F. Drug 2: CN(CCCl)CCCl.Cl. Cell line: SF-268. Synergy scores: CSS=10.5, Synergy_ZIP=-2.86, Synergy_Bliss=1.04, Synergy_Loewe=-5.48, Synergy_HSA=-0.774.